The task is: Predict the reactants needed to synthesize the given product.. This data is from Full USPTO retrosynthesis dataset with 1.9M reactions from patents (1976-2016). (1) Given the product [F:5][C:6]1[CH:7]=[C:8]([CH2:12][C:13]([OH:15])=[O:14])[CH:9]=[CH:10][C:11]=1[N+:1]([O-:4])=[O:2], predict the reactants needed to synthesize it. The reactants are: [N+:1]([O-:4])(O)=[O:2].[F:5][C:6]1[CH:7]=[C:8]([CH2:12][C:13]([OH:15])=[O:14])[CH:9]=[CH:10][CH:11]=1.OS(O)(=O)=O. (2) Given the product [CH2:28]([O:30][C:31](=[O:43])[C:32]([O:35][C:36]1[CH:41]=[CH:40][C:39]([O:15][CH2:14][CH:13]([N:12]2[C:11]3[CH:22]=[C:23]([F:27])[C:24]([F:26])=[CH:25][C:10]=3[N:9]=[C:8]2[C:5]2[CH:6]=[CH:7][C:2]([Cl:1])=[CH:3][CH:4]=2)[CH:16]2[CH2:17][CH2:18][CH2:19][CH2:20][CH2:21]2)=[CH:38][CH:37]=1)([CH3:34])[CH3:33])[CH3:29], predict the reactants needed to synthesize it. The reactants are: [Cl:1][C:2]1[CH:7]=[CH:6][C:5]([C:8]2[N:12]([CH:13]([CH:16]3[CH2:21][CH2:20][CH2:19][CH2:18][CH2:17]3)[CH2:14][OH:15])[C:11]3[CH:22]=[C:23]([F:27])[C:24]([F:26])=[CH:25][C:10]=3[N:9]=2)=[CH:4][CH:3]=1.[CH2:28]([O:30][C:31](=[O:43])[C:32]([O:35][C:36]1[CH:41]=[CH:40][C:39](O)=[CH:38][CH:37]=1)([CH3:34])[CH3:33])[CH3:29].C(P(CCCC)CCCC)CCC.CN(C)C(N=NC(N(C)C)=O)=O. (3) Given the product [NH:11]1[C:15]2[CH:16]=[CH:17][CH:18]=[CH:19][C:14]=2[N:13]=[C:12]1[C@H:8]([NH:9][C:10]([NH:30][CH2:29][C:24]1[CH:25]=[CH:26][CH:27]=[CH:28][N:23]=1)=[O:20])[CH2:7][C:6]1[CH:21]=[CH:22][C:3]([O:2][CH3:1])=[CH:4][CH:5]=1, predict the reactants needed to synthesize it. The reactants are: [CH3:1][O:2][C:3]1[CH:22]=[CH:21][C:6]([CH2:7][C@@H:8]2[C:12]3=[N:13][C:14]4[CH:19]=[CH:18][CH:17]=[CH:16][C:15]=4[N:11]3[C:10](=[O:20])[NH:9]2)=[CH:5][CH:4]=1.[N:23]1[CH:28]=[CH:27][CH:26]=[CH:25][C:24]=1[CH2:29][NH2:30].C(O)(C(F)(F)F)=O. (4) Given the product [CH2:27]([N:3]([CH2:1][CH3:2])[C:4]([C:6]1[S:10][C:9]2[C:11]([N+:23]([O-:25])=[O:24])=[C:12]([OH:19])[C:13]([OH:15])=[CH:14][C:8]=2[C:7]=1[Cl:26])=[O:5])[CH3:28], predict the reactants needed to synthesize it. The reactants are: [CH2:1]([N:3]([CH2:27][CH3:28])[C:4]([C:6]1[S:10][C:9]2[C:11]([N+:23]([O-:25])=[O:24])=[C:12]([O:19]C(=O)C)[C:13]([O:15]C(=O)C)=[CH:14][C:8]=2[C:7]=1[Cl:26])=[O:5])[CH3:2].C(=O)([O-])[O-].[K+].[K+]. (5) Given the product [Cl:22][C:16]1[N:17]=[CH:18][C:19]([C:7]([NH:6][CH2:1][C:2]([CH3:5])([CH3:4])[CH3:3])=[O:10])=[CH:20][CH:15]=1, predict the reactants needed to synthesize it. The reactants are: [CH2:1]([NH2:6])[C:2]([CH3:5])([CH3:4])[CH3:3].[C:7](=[O:10])([O-])[O-].[Na+].[Na+].ClC(Cl)[C:15]1[CH:20]=[CH:19][CH:18]=[N:17][CH:16]=1.[Cl:22]CCl. (6) Given the product [C:1]([CH:4]1[CH2:5][CH:6]([C:7]([O:9][CH2:10][CH3:11])=[O:8])[CH2:12][CH2:13][NH:14]1)(=[O:3])[NH2:2], predict the reactants needed to synthesize it. The reactants are: [C:1]([C:4]1[CH:5]=[C:6]([CH:12]=[CH:13][N:14]=1)[C:7]([O:9][CH2:10][CH3:11])=[O:8])(=[O:3])[NH2:2].Cl. (7) Given the product [CH2:1]([O:3][C:4]([C@@H:6]1[C@@H:8]([C:9](=[O:24])[NH:10][C@@H:11]([CH2:18][C:19]2[N:20]=[CH:21][S:22][CH:23]=2)[C:12]([NH:13][CH2:14][C:15]2[N:27]=[N:26][N:25]([C:28]3[C:29]([F:35])=[CH:30][CH:31]=[CH:32][C:33]=3[F:34])[CH:16]=2)=[O:17])[O:7]1)=[O:5])[CH3:2], predict the reactants needed to synthesize it. The reactants are: [CH2:1]([O:3][C:4]([C@@H:6]1[C@@H:8]([C:9](=[O:24])[NH:10][C@@H:11]([CH2:18][C:19]2[N:20]=[CH:21][S:22][CH:23]=2)[C:12](=[O:17])[NH:13][CH2:14][C:15]#[CH:16])[O:7]1)=[O:5])[CH3:2].[N:25]([C:28]1[C:33]([F:34])=[CH:32][CH:31]=[CH:30][C:29]=1[F:35])=[N+:26]=[N-:27].CCCC[Sn](OC(C)=O)(CCCC)CCCC. (8) Given the product [CH2:27]([O:1][C@@H:2]1[C@H:7]([NH:8][C:9](=[O:15])[O:10][C:11]([CH3:12])([CH3:13])[CH3:14])[CH:6]=[C:5]([C:16]2[CH:21]=[CH:20][N:19]=[CH:18][C:17]=2[N+:22]([O-:24])=[O:23])[CH2:4][C@@H:3]1[CH3:25])[CH3:28], predict the reactants needed to synthesize it. The reactants are: [OH:1][C@@H:2]1[C@H:7]([NH:8][C:9](=[O:15])[O:10][C:11]([CH3:14])([CH3:13])[CH3:12])[CH:6]=[C:5]([C:16]2[CH:21]=[CH:20][N:19]=[CH:18][C:17]=2[N+:22]([O-:24])=[O:23])[CH2:4][C@@H:3]1[CH3:25].I[CH2:27][CH3:28]. (9) Given the product [CH:11]([C:3]1[C:2]([C:16]2[CH:15]=[N:14][CH:19]=[CH:18][CH:17]=2)=[C:6]2[CH:7]=[CH:8][CH:9]=[CH:10][N:5]2[N:4]=1)([CH3:13])[CH3:12], predict the reactants needed to synthesize it. The reactants are: I[C:2]1[C:3]([CH:11]([CH3:13])[CH3:12])=[N:4][N:5]2[CH:10]=[CH:9][CH:8]=[CH:7][C:6]=12.[N:14]1[CH:19]=[CH:18][CH:17]=[C:16](B(O)O)[CH:15]=1.C(C1C(C2C=C(N)C=CC=2)=C2C=CC=CN2N=1)(C)C.